This data is from Cav3 T-type calcium channel HTS with 100,875 compounds. The task is: Binary Classification. Given a drug SMILES string, predict its activity (active/inactive) in a high-throughput screening assay against a specified biological target. The compound is S(c1n(c(nn1)c1ccc(OCC)cc1)c1c(F)cccc1)Cc1oc(nn1)c1ccccc1. The result is 0 (inactive).